From a dataset of Full USPTO retrosynthesis dataset with 1.9M reactions from patents (1976-2016). Predict the reactants needed to synthesize the given product. (1) Given the product [NH2:1][C:2]1[CH:3]=[CH:4][C:5]([O:12][C@@H:13]2[O:21][C@H:20]([CH2:22][OH:23])[C@@H:18]([OH:19])[C@H:16]([OH:17])[C@H:14]2[OH:15])=[C:6]([CH:11]=1)[C:7]([OH:9])=[O:8], predict the reactants needed to synthesize it. The reactants are: [NH2:1][C:2]1[CH:3]=[CH:4][C:5]([O:12][C@@H:13]2[O:21][C@H:20]([CH2:22][OH:23])[C@@H:18]([OH:19])[C@H:16]([OH:17])[C@H:14]2[OH:15])=[C:6]([CH:11]=1)[C:7]([O:9]C)=[O:8].[OH-].[Na+]. (2) The reactants are: [CH3:1][O:2][C:3]([C:5]1[CH:14]=[C:13]([OH:15])[C:12]2[C:7](=[CH:8][C:9]([Cl:17])=[CH:10][C:11]=2[Cl:16])[CH:6]=1)=[O:4].C(=O)([O-])[O-].[K+].[K+].Br[CH2:25][C:26]([O:28][C:29]([CH3:32])([CH3:31])[CH3:30])=[O:27]. Given the product [CH3:1][O:2][C:3]([C:5]1[CH:14]=[C:13]([O:15][CH2:25][C:26]([O:28][C:29]([CH3:32])([CH3:31])[CH3:30])=[O:27])[C:12]2[C:7](=[CH:8][C:9]([Cl:17])=[CH:10][C:11]=2[Cl:16])[CH:6]=1)=[O:4], predict the reactants needed to synthesize it. (3) Given the product [OH:1][C:2]1[CH:11]=[CH:10][CH:9]=[CH:8][C:3]=1[C:4]([NH:15][CH2:12][CH2:13][CH3:14])=[O:6], predict the reactants needed to synthesize it. The reactants are: [OH:1][C:2]1[CH:11]=[CH:10][CH:9]=[CH:8][C:3]=1[C:4]([O:6]C)=O.[CH2:12]([NH2:15])[CH2:13][CH3:14]. (4) Given the product [CH2:1]([O:8][C:9]1[N:14]=[N:13][C:12]([CH2:15][CH2:16][C:17]2[CH:30]=[CH:29][CH:28]=[C:19]([O:20][CH2:21][CH2:22][N:31]3[CH2:35][CH2:34][CH2:33][CH2:32]3)[CH:18]=2)=[CH:11][CH:10]=1)[C:2]1[CH:3]=[CH:4][CH:5]=[CH:6][CH:7]=1, predict the reactants needed to synthesize it. The reactants are: [CH2:1]([O:8][C:9]1[N:14]=[N:13][C:12]([CH2:15][CH2:16][C:17]2[CH:18]=[C:19]([CH:28]=[CH:29][CH:30]=2)[O:20][CH2:21][CH2:22]OS(C)(=O)=O)=[CH:11][CH:10]=1)[C:2]1[CH:7]=[CH:6][CH:5]=[CH:4][CH:3]=1.[NH:31]1[CH2:35][CH2:34][CH2:33][CH2:32]1.